The task is: Predict the reaction yield, written as a fraction of the theoretical maximum amount of product (1.0 means a 100% yield; for example, 0.34 means a 34% yield).. This data is from Reaction yield outcomes from USPTO patents with 853,638 reactions. (1) The yield is 0.750. The product is [CH3:20][N:10]1[CH2:11][C:12]2[C:13](=[N:14][C:15]([NH:18][CH3:19])=[N:16][CH:17]=2)[N:8]([C:4]2[CH:3]=[C:2]([NH:1][C:31](=[O:34])[CH:32]=[CH2:33])[CH:7]=[CH:6][CH:5]=2)[C:9]1=[O:21]. The reactants are [NH2:1][C:2]1[CH:3]=[C:4]([N:8]2[C:13]3=[N:14][C:15]([NH:18][CH3:19])=[N:16][CH:17]=[C:12]3[CH2:11][N:10]([CH3:20])[C:9]2=[O:21])[CH:5]=[CH:6][CH:7]=1.C(N(C(C)C)CC)(C)C.[C:31](Cl)(=[O:34])[CH:32]=[CH2:33]. The catalyst is ClCCl. (2) The reactants are [C:1]([N:5]1[C:9]([C:10]2[CH:15]=[CH:14][C:13]([F:16])=[CH:12][CH:11]=2)=[C:8]([C:17]2[S:18][CH:19]=[C:20]([CH2:22][C:23]([O:25]CC)=[O:24])[N:21]=2)[CH:7]=[N:6]1)([CH3:4])([CH3:3])[CH3:2].[OH-].[Na+]. The catalyst is C(O)C. The product is [C:1]([N:5]1[C:9]([C:10]2[CH:11]=[CH:12][C:13]([F:16])=[CH:14][CH:15]=2)=[C:8]([C:17]2[S:18][CH:19]=[C:20]([CH2:22][C:23]([OH:25])=[O:24])[N:21]=2)[CH:7]=[N:6]1)([CH3:4])([CH3:2])[CH3:3]. The yield is 0.690. (3) The reactants are C(OC([NH:8][CH2:9][CH:10]1[CH:15]2[CH:11]1[CH2:12][N:13]([C:16]1[N:21]=[CH:20][C:19]([C:22]([O:24][CH2:25][CH3:26])=[O:23])=[CH:18][N:17]=1)[CH2:14]2)=O)(C)(C)C.Cl.O1CCOCC1. The catalyst is C(Cl)Cl. The product is [NH2:8][CH2:9][CH:10]1[CH:15]2[CH:11]1[CH2:12][N:13]([C:16]1[N:17]=[CH:18][C:19]([C:22]([O:24][CH2:25][CH3:26])=[O:23])=[CH:20][N:21]=1)[CH2:14]2. The yield is 0.970. (4) The reactants are Cl[C:2]1[N:7]=[C:6]([Cl:8])[N:5]=[C:4]([N:9]2[CH2:14][CH2:13][O:12][CH2:11][CH2:10]2)[N:3]=1.[CH3:15][NH:16][C:17]([NH:19][C:20]1[CH:25]=[CH:24][C:23](B2OC(C)(C)C(C)(C)O2)=[CH:22][CH:21]=1)=[O:18].C([O-])([O-])=O.[Na+].[Na+]. The catalyst is COCCOC.C1C=CC([P]([Pd]([P](C2C=CC=CC=2)(C2C=CC=CC=2)C2C=CC=CC=2)([P](C2C=CC=CC=2)(C2C=CC=CC=2)C2C=CC=CC=2)[P](C2C=CC=CC=2)(C2C=CC=CC=2)C2C=CC=CC=2)(C2C=CC=CC=2)C2C=CC=CC=2)=CC=1. The product is [Cl:8][C:6]1[N:5]=[C:4]([N:9]2[CH2:14][CH2:13][O:12][CH2:11][CH2:10]2)[N:3]=[C:2]([C:23]2[CH:22]=[CH:21][C:20]([NH:19][C:17]([NH:16][CH3:15])=[O:18])=[CH:25][CH:24]=2)[N:7]=1. The yield is 0.340. (5) The yield is 0.750. The reactants are [C:1]([C:5]1[CH:10]=[CH:9][CH:8]=[CH:7][C:6]=1[OH:11])([CH3:4])([CH3:3])[CH3:2].[OH-].[Na+].[OH-].[I-:15].[Na+].Cl[O-].[Na+].S([O-])([O-])(=O)=S.[Na+].[Na+].Cl. The product is [C:1]([C:5]1[CH:10]=[C:9]([I:15])[CH:8]=[CH:7][C:6]=1[OH:11])([CH3:4])([CH3:2])[CH3:3]. The catalyst is CO. (6) The reactants are [I:1][C:2]1[C:3]([O:20][CH3:21])=[CH:4][C:5]([CH:17]([CH3:19])[CH3:18])=[C:6]([CH:16]=1)[O:7][C:8]1[C:9]([NH2:15])=[N:10][C:11]([NH2:14])=[N:12][CH:13]=1.C(N(CC)CC)C.[C:29](Cl)(=[O:33])[CH:30]([CH3:32])[CH3:31]. The catalyst is O1CCCC1. The product is [NH2:15][C:9]1[C:8]([O:7][C:6]2[CH:16]=[C:2]([I:1])[C:3]([O:20][CH3:21])=[CH:4][C:5]=2[CH:17]([CH3:19])[CH3:18])=[CH:13][N:12]=[C:11]([NH:14][C:29](=[O:33])[CH:30]([CH3:32])[CH3:31])[N:10]=1. The yield is 0.540. (7) The reactants are [NH2:1][C:2]1[N:7]=[CH:6][N:5]=[C:4]2[N:8]([CH:32]3[CH2:37][CH2:36][N:35]([CH2:38][CH:39]([F:41])[F:40])[CH2:34][CH2:33]3)[N:9]=[C:10]([C:11]3[CH:16]=[CH:15][C:14]([NH:17][C:18]([C:20]4[N:21]([CH3:29])[C:22]5[C:27]([CH:28]=4)=[CH:26][CH:25]=[CH:24][CH:23]=5)=[O:19])=[C:13]([O:30][CH3:31])[CH:12]=3)[C:3]=12.[C:42]([OH:49])(=[O:48])/[CH:43]=[CH:44]\[C:45]([OH:47])=[O:46]. The catalyst is C(OCC)(=O)C. The product is [C:42]([OH:49])(=[O:48])/[CH:43]=[CH:44]\[C:45]([OH:47])=[O:46].[C:42]([OH:49])(=[O:48])/[CH:43]=[CH:44]\[C:45]([OH:47])=[O:46].[NH2:1][C:2]1[N:7]=[CH:6][N:5]=[C:4]2[N:8]([CH:32]3[CH2:37][CH2:36][N:35]([CH2:38][CH:39]([F:40])[F:41])[CH2:34][CH2:33]3)[N:9]=[C:10]([C:11]3[CH:16]=[CH:15][C:14]([NH:17][C:18]([C:20]4[N:21]([CH3:29])[C:22]5[C:27]([CH:28]=4)=[CH:26][CH:25]=[CH:24][CH:23]=5)=[O:19])=[C:13]([O:30][CH3:31])[CH:12]=3)[C:3]=12. The yield is 0.680.